From a dataset of Forward reaction prediction with 1.9M reactions from USPTO patents (1976-2016). Predict the product of the given reaction. Given the reactants [C:1]([C:3]1[CH:8]=[CH:7][C:6]([C:9]2[N:13]3[CH:14]=[C:15]([C:18]4[CH:26]=[CH:25][C:21]([C:22]([OH:24])=O)=[CH:20][CH:19]=4)[CH:16]=[CH:17][C:12]3=[N:11][CH:10]=2)=[CH:5][CH:4]=1)#[N:2].CN(C(ON1N=NC2C=CC=NC1=2)=[N+](C)C)C.F[P-](F)(F)(F)(F)F.CN1CCOCC1.[CH3:58][N:59]1[CH2:64][CH2:63][CH:62]([CH:65]2[CH2:70][CH2:69][NH:68][CH2:67][CH2:66]2)[CH2:61][CH2:60]1, predict the reaction product. The product is: [CH3:58][N:59]1[CH2:64][CH2:63][CH:62]([CH:65]2[CH2:70][CH2:69][N:68]([C:22]([C:21]3[CH:20]=[CH:19][C:18]([C:15]4[CH:16]=[CH:17][C:12]5[N:13]([C:9]([C:6]6[CH:5]=[CH:4][C:3]([C:1]#[N:2])=[CH:8][CH:7]=6)=[CH:10][N:11]=5)[CH:14]=4)=[CH:26][CH:25]=3)=[O:24])[CH2:67][CH2:66]2)[CH2:61][CH2:60]1.